This data is from Full USPTO retrosynthesis dataset with 1.9M reactions from patents (1976-2016). The task is: Predict the reactants needed to synthesize the given product. Given the product [N+:12]([O-:15])([O-:14])=[O:13].[Ca+2:6].[N+:12]([O-:15])([O-:14])=[O:13], predict the reactants needed to synthesize it. The reactants are: S([O-])([O-])(=O)=O.[Ca+2:6].C(=O)([O-])[O-].[Ca+2].[N+:12]([O-:15])([OH:14])=[O:13].